Dataset: Catalyst prediction with 721,799 reactions and 888 catalyst types from USPTO. Task: Predict which catalyst facilitates the given reaction. (1) Reactant: C(OC(=O)[NH:7][C@H:8]([C:10]1[N:20]2[C:21]3[C:16]([CH2:17][CH2:18][CH2:19]2)=[C:15]([F:22])[CH:14]=[CH:13][C:12]=3[N:11]=1)[CH3:9])(C)(C)C.C(O)(C(F)(F)F)=O.C1(C)C=CC=CC=1. Product: [F:22][C:15]1[CH:14]=[CH:13][C:12]2[N:11]=[C:10]([C@@H:8]([NH2:7])[CH3:9])[N:20]3[C:21]=2[C:16]=1[CH2:17][CH2:18][CH2:19]3. The catalyst class is: 2. (2) Product: [CH2:17]([O:16][C:14]([C:12]1[CH:11]=[C:10]([CH:9]=[C:8]([C:3]2([C:1]#[N:2])[CH2:7][CH2:6][CH2:5][CH2:4]2)[CH:13]=1)[C:19]([OH:21])=[O:20])=[O:15])[CH3:18]. The catalyst class is: 242. Reactant: [C:1]([C:3]1([C:8]2[CH:9]=[C:10]([C:19]([O:21]CC)=[O:20])[CH:11]=[C:12]([C:14]([O:16][CH2:17][CH3:18])=[O:15])[CH:13]=2)[CH2:7][CH2:6][CH2:5][CH2:4]1)#[N:2].[OH-].[Na+]. (3) Reactant: C1(P(C2C=CC=CC=2)C2C=CC=CC=2)C=CC=CC=1.[CH3:20][O:21][C:22]1[CH:27]=[CH:26][C:25]([CH2:28][CH2:29][CH2:30]O)=[CH:24][CH:23]=1.[C:32]([NH:39][C:40]([N:49]1[CH:53]=[CH:52][CH:51]=[N:50]1)=[N:41][C:42]([O:44][C:45]([CH3:48])([CH3:47])[CH3:46])=[O:43])([O:34][C:35]([CH3:38])([CH3:37])[CH3:36])=[O:33].N(C(OC(C)(C)C)=O)=NC(OC(C)(C)C)=O.CCCC(C)C. Product: [C:45]([O:44][C:42](=[O:43])[N:41](/[C:40](=[N:39]/[C:32]([O:34][C:35]([CH3:38])([CH3:37])[CH3:36])=[O:33])/[N:49]1[CH:53]=[CH:52][CH:51]=[N:50]1)[CH2:30][CH2:29][CH2:28][C:25]1[CH:24]=[CH:23][C:22]([O:21][CH3:20])=[CH:27][CH:26]=1)([CH3:48])([CH3:47])[CH3:46]. The catalyst class is: 2. (4) Reactant: [C:1]([O:5][C:6]([N:8]([CH2:20][CH2:21][CH2:22][N:23]([C:47]([O:49][C:50]([CH3:53])([CH3:52])[CH3:51])=[O:48])[CH2:24][CH2:25][CH2:26][CH2:27][N:28]([C:40]([O:42][C:43]([CH3:46])([CH3:45])[CH3:44])=[O:41])[CH2:29][CH2:30][CH2:31][NH:32][C:33]([O:35][C:36]([CH3:39])([CH3:38])[CH3:37])=[O:34])[CH2:9][C:10]([O:12]CC1C=CC=CC=1)=[O:11])=[O:7])([CH3:4])([CH3:3])[CH3:2]. Product: [C:1]([O:5][C:6]([N:8]([CH2:20][CH2:21][CH2:22][N:23]([C:47]([O:49][C:50]([CH3:53])([CH3:52])[CH3:51])=[O:48])[CH2:24][CH2:25][CH2:26][CH2:27][N:28]([C:40]([O:42][C:43]([CH3:46])([CH3:45])[CH3:44])=[O:41])[CH2:29][CH2:30][CH2:31][NH:32][C:33]([O:35][C:36]([CH3:38])([CH3:39])[CH3:37])=[O:34])[CH2:9][C:10]([OH:12])=[O:11])=[O:7])([CH3:2])([CH3:3])[CH3:4]. The catalyst class is: 19. (5) Reactant: [OH:1][CH2:2][CH2:3][O:4][C:5]1[N:10]=[C:9](S(C)(=O)=O)[N:8]=[C:7]([NH:15][S:16](=[O:26])(=[O:25])[NH:17][CH2:18][C:19]2[CH:24]=[CH:23][CH:22]=[CH:21][CH:20]=2)[C:6]=1[O:27][C:28]1[CH:33]=[CH:32][CH:31]=[CH:30][C:29]=1[O:34][CH3:35].[NH:36]1[CH2:41][CH2:40][O:39][CH2:38][CH2:37]1.C(O)(=O)CC(CC(O)=O)(C(O)=O)O. Product: [OH:1][CH2:2][CH2:3][O:4][C:5]1[N:10]=[C:9]([N:36]2[CH2:41][CH2:40][O:39][CH2:38][CH2:37]2)[N:8]=[C:7]([NH:15][S:16](=[O:26])(=[O:25])[NH:17][CH2:18][C:19]2[CH:24]=[CH:23][CH:22]=[CH:21][CH:20]=2)[C:6]=1[O:27][C:28]1[CH:33]=[CH:32][CH:31]=[CH:30][C:29]=1[O:34][CH3:35]. The catalyst class is: 1.